From a dataset of Full USPTO retrosynthesis dataset with 1.9M reactions from patents (1976-2016). Predict the reactants needed to synthesize the given product. Given the product [NH2:1][C:2]1[C:3]([C:9]([NH2:13])=[O:11])=[N:4][C:5]([Br:8])=[CH:6][CH:7]=1, predict the reactants needed to synthesize it. The reactants are: [NH2:1][C:2]1[C:3]([C:9]([O:11]C)=O)=[N:4][C:5]([Br:8])=[CH:6][CH:7]=1.[NH3:13].